Dataset: Forward reaction prediction with 1.9M reactions from USPTO patents (1976-2016). Task: Predict the product of the given reaction. (1) Given the reactants N[C@H:2]([CH2:6][C:7]1[CH:11]=[CH:10][O:9][CH:8]=1)[C:3]([OH:5])=[O:4].C(OC(N[C@H]([CH2:24][C:25]1[CH:29]=CO[CH:26]=1)C(O)=O)=O)(C)(C)C.CN1CC[O:34][CH2:33]C1.C(OC(Cl)=O)C(C)C, predict the reaction product. The product is: [O:9]1[CH:10]=[CH:11][C:7]([CH2:6][C@@H:2]([C:3]([O:5][C:25]([CH3:29])([CH3:26])[CH3:24])=[O:4])[CH2:33][OH:34])=[CH:8]1. (2) Given the reactants I[CH3:2].C(=O)([O-])[O-].[Cs+].[Cs+].[C:9]1([C:29]2[CH:34]=[CH:33][CH:32]=[CH:31][CH:30]=2)[CH:14]=[CH:13][C:12]([CH2:15][N:16]2[C:20]3[CH:21]=[C:22]([F:27])[C:23]([I:26])=[C:24]([F:25])[C:19]=3[NH:18][C:17]2=[S:28])=[CH:11][CH:10]=1, predict the reaction product. The product is: [C:9]1([C:29]2[CH:30]=[CH:31][CH:32]=[CH:33][CH:34]=2)[CH:14]=[CH:13][C:12]([CH2:15][N:16]2[C:20]3[CH:21]=[C:22]([F:27])[C:23]([I:26])=[C:24]([F:25])[C:19]=3[N:18]=[C:17]2[S:28][CH3:2])=[CH:11][CH:10]=1. (3) Given the reactants [Cl:1][C:2]1[C:3]([NH:23][C:24](=[O:32])[CH2:25][CH:26]2[CH2:31][CH2:30][CH2:29][CH2:28][CH2:27]2)=[C:4]2[C:9](=[CH:10][CH:11]=1)[N:8]=[C:7]([N:12]1[CH2:17][CH2:16][CH2:15][C@@H:14](OS(C)(=O)=O)[CH2:13]1)[CH:6]=[CH:5]2.[CH3:33][NH2:34], predict the reaction product. The product is: [Cl:1][C:2]1[C:3]([NH:23][C:24](=[O:32])[CH2:25][CH:26]2[CH2:31][CH2:30][CH2:29][CH2:28][CH2:27]2)=[C:4]2[C:9](=[CH:10][CH:11]=1)[N:8]=[C:7]([N:12]1[CH2:17][CH2:16][CH2:15][CH:14]([NH:34][CH3:33])[CH2:13]1)[CH:6]=[CH:5]2. (4) The product is: [Cl:32][C:15]1[CH:16]=[CH:2][C:3]([O:4][CH2:5][C:6]([OH:8])=[O:7])=[CH:13][C:14]=1/[CH:17]=[CH:18]/[CH2:19][N:23]1[CH:24]=[CH:25][CH:27]=[C:26]1[C:37](=[O:39])[C:35]1[CH:34]=[CH:33][C:49]([CH3:52])=[CH:41][CH:40]=1. Given the reactants Cl[C:2]1[CH:16]=[CH:15][C:14](/[CH:17]=[CH:18]/[CH2:19]O)=[CH:13][C:3]=1[O:4][CH2:5][C:6]([O:8]C(C)(C)C)=[O:7].C([N:23]([CH2:26][CH3:27])[CH2:24][CH3:25])C.CS([Cl:32])(=O)=O.[C:33](O)(=O)[CH2:34][C:35]([CH2:40][C:41](O)=O)([C:37]([OH:39])=O)O.[Br-].[Li+].C[C:49]([CH3:52])([O-])C.[K+].[OH-].[Na+], predict the reaction product.